This data is from Catalyst prediction with 721,799 reactions and 888 catalyst types from USPTO. The task is: Predict which catalyst facilitates the given reaction. Reactant: F[C:2]1[CH:7]=[CH:6][C:5]([N+:8]([O-:10])=[O:9])=[CH:4][C:3]=1[C:11]([F:14])([F:13])[F:12].[CH2:15]([OH:22])[C:16]1[CH:21]=[CH:20][CH:19]=[CH:18][CH:17]=1.[H-].[Na+]. Product: [CH2:15]([O:22][C:2]1[CH:7]=[CH:6][C:5]([N+:8]([O-:10])=[O:9])=[CH:4][C:3]=1[C:11]([F:14])([F:13])[F:12])[C:16]1[CH:21]=[CH:20][CH:19]=[CH:18][CH:17]=1. The catalyst class is: 1.